From a dataset of Full USPTO retrosynthesis dataset with 1.9M reactions from patents (1976-2016). Predict the reactants needed to synthesize the given product. (1) Given the product [NH2:13][C:5]1[C:6]([C:8]([O:10][CH2:11][CH3:12])=[O:9])=[N:7][C:2]([Cl:1])=[N:3][C:4]=1[Cl:16], predict the reactants needed to synthesize it. The reactants are: [Cl:1][C:2]1[N:7]=[C:6]([C:8]([O:10][CH2:11][CH3:12])=[O:9])[C:5]([N+:13]([O-])=O)=[C:4]([Cl:16])[N:3]=1.C(=O)([O-])[O-].[Na+].[Na+]. (2) Given the product [CH2:10]([C:8]1=[CH:9][N:5]([C:1]([CH3:4])([CH3:3])[CH3:2])[S:6]/[C:7]/1=[N:14]\[C:21]([CH:18]1[CH2:19][CH2:20][C:16](=[O:15])[CH2:17]1)=[O:22])[CH2:11][CH2:12][CH3:13], predict the reactants needed to synthesize it. The reactants are: [C:1]([N:5]1[CH:9]=[C:8]([CH2:10][CH2:11][CH2:12][CH3:13])[C:7](=[NH:14])[S:6]1)([CH3:4])([CH3:3])[CH3:2].[O:15]=[C:16]1[CH2:20][CH2:19][CH:18]([C:21](O)=[O:22])[CH2:17]1. (3) Given the product [CH3:17][C:18]1[CH2:22][CH:21]=[C:20]([C:2]2[CH:7]=[CH:6][C:5]([C:8]([CH3:11])([CH3:10])[CH3:9])=[CH:4][CH:3]=2)[CH:19]=1, predict the reactants needed to synthesize it. The reactants are: Br[C:2]1[CH:7]=[CH:6][C:5]([C:8]([CH3:11])([CH3:10])[CH3:9])=[CH:4][CH:3]=1.C([Li])CCC.[CH3:17][CH:18]1[CH2:22][CH2:21][CH2:20][C:19]1=O.Cl. (4) Given the product [F:1][C:2]1[CH:7]=[C:6]([I:8])[CH:5]=[CH:4][C:3]=1[NH:9][C:10]1[C:19]([F:20])=[C:18]2[C:13]([C:14]([CH3:21])=[N:15][CH:16]=[N:17]2)=[CH:12][C:11]=1[C:22]([OH:24])=[O:23], predict the reactants needed to synthesize it. The reactants are: [F:1][C:2]1[CH:7]=[C:6]([I:8])[CH:5]=[CH:4][C:3]=1[NH:9][C:10]1[C:19]([F:20])=[C:18]2[C:13]([C:14]([CH3:21])=[N:15][CH:16]=[N:17]2)=[CH:12][C:11]=1[C:22]([O:24]C)=[O:23].[Li+].[OH-]. (5) Given the product [NH2:1][CH2:4][CH2:5][O:6][CH2:7][CH2:8][O:9][CH2:10][CH2:11][O:12][CH2:13][CH2:14][NH:15][C:16]([CH2:18][CH2:19][C@@H:20]([NH:28][C:29]([C:31]1[CH:36]=[CH:35][C:34]([N:37]([CH2:39][C:40]2[N:41]=[C:42]3[C:47](=[N:48][CH:49]=2)[N:46]=[C:45]([NH2:50])[N:44]=[C:43]3[NH2:51])[CH3:38])=[CH:33][CH:32]=1)=[O:30])[C:21]([O:23][C:24]([CH3:27])([CH3:25])[CH3:26])=[O:22])=[O:17], predict the reactants needed to synthesize it. The reactants are: [N:1]([CH2:4][CH2:5][O:6][CH2:7][CH2:8][O:9][CH2:10][CH2:11][O:12][CH2:13][CH2:14][NH:15][C:16]([CH2:18][CH2:19][C@@H:20]([NH:28][C:29]([C:31]1[CH:36]=[CH:35][C:34]([N:37]([CH2:39][C:40]2[N:41]=[C:42]3[C:47](=[N:48][CH:49]=2)[N:46]=[C:45]([NH2:50])[N:44]=[C:43]3[NH2:51])[CH3:38])=[CH:33][CH:32]=1)=[O:30])[C:21]([O:23][C:24]([CH3:27])([CH3:26])[CH3:25])=[O:22])=[O:17])=[N+]=[N-].O.C1(P(C2C=CC=CC=2)C2C=CC=CC=2)C=CC=CC=1.